Dataset: Reaction yield outcomes from USPTO patents with 853,638 reactions. Task: Predict the reaction yield, written as a fraction of the theoretical maximum amount of product (1.0 means a 100% yield; for example, 0.34 means a 34% yield). (1) The reactants are [NH2:1][C:2]1[CH:10]=[CH:9][CH:8]=[C:7]([CH3:11])[C:3]=1[C:4]([OH:6])=O.O=S(Cl)Cl.[Cl:16][C:17]1[CH:23]=[CH:22][CH:21]=[CH:20][C:18]=1[NH2:19].C(Cl)(Cl)Cl. The catalyst is C1C=CC=CC=1. The product is [NH2:1][C:2]1[CH:10]=[CH:9][CH:8]=[C:7]([CH3:11])[C:3]=1[C:4]([NH:19][C:18]1[CH:20]=[CH:21][CH:22]=[CH:23][C:17]=1[Cl:16])=[O:6]. The yield is 0.510. (2) The reactants are [CH3:1][C:2]1[N:3]=[C:4]2[C:13]3[NH:12][C@H:11]([C:14]4[CH:19]=[CH:18][CH:17]=[CH:16][CH:15]=4)[C@@H:10]([O:20][C:21](=[O:26])[C:22]([CH3:25])([CH3:24])[CH3:23])[C:9](=[O:27])[C:8]=3[CH:7]=[CH:6][N:5]2[C:28]=1[CH3:29].[C:30](Cl)(=[O:32])[CH3:31]. The catalyst is C1(C)C=CC=CC=1. The product is [C:30]([N:12]1[C:13]2[C:4]3=[N:3][C:2]([CH3:1])=[C:28]([CH3:29])[N:5]3[CH:6]=[CH:7][C:8]=2[C:9](=[O:27])[C@H:10]([O:20][C:21](=[O:26])[C:22]([CH3:25])([CH3:24])[CH3:23])[C@H:11]1[C:14]1[CH:19]=[CH:18][CH:17]=[CH:16][CH:15]=1)(=[O:32])[CH3:31]. The yield is 0.950. (3) The reactants are [OH-].[Na+].[Cl:3][C:4]1[CH:5]=[C:6]2[CH:12]=[CH:11][NH:10][C:7]2=[N:8][CH:9]=1.C1(C)C=CC=CC=1.Br[CH2:21][CH2:22][C:23]([O:25]C)=[O:24]. The catalyst is O.[Br-].C([N+](CCCC)(CCCC)CCCC)CCC. The product is [Cl:3][C:4]1[CH:5]=[C:6]2[CH:12]=[CH:11][N:10]([CH2:21][CH2:22][C:23]([OH:25])=[O:24])[C:7]2=[N:8][CH:9]=1. The yield is 0.900. (4) The reactants are [NH2:1][CH2:2][CH2:3][CH2:4][C:5]([OH:7])=[O:6].C1CCN2C(=NCCC2)CC1.[CH:19]1([N:25]=[C:26]=[O:27])[CH2:24][CH2:23][CH2:22][CH2:21][CH2:20]1.Cl. The catalyst is [OH-].[Na+]. The product is [CH:19]1([NH:25][C:26](=[O:27])[NH:1][CH2:2][CH2:3][CH2:4][C:5]([OH:7])=[O:6])[CH2:24][CH2:23][CH2:22][CH2:21][CH2:20]1. The yield is 0.760. (5) The reactants are [C:1]([O:5][C:6]([NH:8][CH2:9][C:10]([F:23])([F:22])[C:11]1[CH:16]=[CH:15][CH:14]=[C:13]([O:17][CH2:18][CH2:19][CH2:20][CH3:21])[CH:12]=1)=[O:7])([CH3:4])([CH3:3])[CH3:2].[H-].[Na+].[CH3:26][N:27]([CH3:32])[C:28](=[O:31])[CH2:29]Cl. The catalyst is CN(C=O)C. The product is [C:1]([O:5][C:6]([N:8]([CH2:9][C:10]([F:22])([F:23])[C:11]1[CH:16]=[CH:15][CH:14]=[C:13]([O:17][CH2:18][CH2:19][CH2:20][CH3:21])[CH:12]=1)[CH2:29][C:28]([N:27]([CH3:32])[CH3:26])=[O:31])=[O:7])([CH3:2])([CH3:4])[CH3:3]. The yield is 0.870.